From a dataset of Full USPTO retrosynthesis dataset with 1.9M reactions from patents (1976-2016). Predict the reactants needed to synthesize the given product. (1) Given the product [CH2:1]([O:3][C:4]([C:6]1[C:7]([C:17]2[CH:22]=[CH:21][C:20]([NH2:23])=[CH:19][CH:18]=2)=[N:8][O:9][C:10]=1[C:11]1[CH:16]=[CH:15][CH:14]=[CH:13][CH:12]=1)=[O:5])[CH3:2], predict the reactants needed to synthesize it. The reactants are: [CH2:1]([O:3][C:4]([C:6]1[C:7]([C:17]2[CH:22]=[CH:21][C:20]([N+:23]([O-])=O)=[CH:19][CH:18]=2)=[N:8][O:9][C:10]=1[C:11]1[CH:16]=[CH:15][CH:14]=[CH:13][CH:12]=1)=[O:5])[CH3:2].C(OC(C1ON=C(C2C=CC(N)=CC=2)C=1)=O)C. (2) The reactants are: [CH3:1][C:2]1[N:7]=[CH:6][C:5]([N:8]2[CH:12]=[C:11]([C:13]3[CH:18]=[CH:17][CH:16]=[CH:15][N:14]=3)[N:10]=[C:9]2[C:19]2[CH:24]=[CH:23][C:22]([NH:25][C:26]3[C:31]([NH2:32])=[CH:30][CH:29]=[CH:28][N:27]=3)=[CH:21][CH:20]=2)=[CH:4][CH:3]=1.[CH2:33](OC(=C(C#N)C#N)C)[CH3:34]. Given the product [CH3:33][C:34]1[N:25]([C:22]2[CH:21]=[CH:20][C:19]([C:9]3[N:8]([C:5]4[CH:6]=[N:7][C:2]([CH3:1])=[CH:3][CH:4]=4)[CH:12]=[C:11]([C:13]4[CH:18]=[CH:17][CH:16]=[CH:15][N:14]=4)[N:10]=3)=[CH:24][CH:23]=2)[C:26]2=[N:27][CH:28]=[CH:29][CH:30]=[C:31]2[N:32]=1, predict the reactants needed to synthesize it. (3) Given the product [CH3:24][C:13]1[C:12]([NH:11][C:10]([O:9][CH2:8][C:6]2[CH:5]=[CH:4][CH:3]=[C:2]([CH3:1])[N:7]=2)=[O:25])=[C:16]([C:17]2[CH:22]=[CH:21][C:20]([C:33]3[CH:32]=[CH:31][CH:30]=[C:29]([C:26]([OH:28])=[O:27])[CH:34]=3)=[CH:19][CH:18]=2)[O:15][N:14]=1, predict the reactants needed to synthesize it. The reactants are: [CH3:1][C:2]1[N:7]=[C:6]([CH2:8][O:9][C:10](=[O:25])[NH:11][C:12]2[C:13]([CH3:24])=[N:14][O:15][C:16]=2[C:17]2[CH:22]=[CH:21][C:20](Br)=[CH:19][CH:18]=2)[CH:5]=[CH:4][CH:3]=1.[C:26]([C:29]1[CH:30]=[C:31](B(O)O)[CH:32]=[CH:33][CH:34]=1)([OH:28])=[O:27]. (4) Given the product [CH:22]1([NH:23][C:24](=[O:40])[C:25]2[CH:26]=[CH:27][C:28]([CH3:41])=[C:29]([C:2]3[CH:18]=[CH:17][C:5]4[C:6]([CH2:9][N:10]5[CH2:15][CH2:14][N:13]([CH3:16])[CH2:12][CH2:11]5)=[N:7][O:8][C:4]=4[CH:3]=3)[CH:30]=2)[CH2:19][CH2:21]1, predict the reactants needed to synthesize it. The reactants are: Br[C:2]1[CH:18]=[CH:17][C:5]2[C:6]([CH2:9][N:10]3[CH2:15][CH2:14][N:13]([CH3:16])[CH2:12][CH2:11]3)=[N:7][O:8][C:4]=2[CH:3]=1.[CH:19]1([CH2:22][NH:23][C:24](=[O:40])[C:25]2[CH:30]=[CH:29][CH:28]=[C:27](B3OC(C)(C)C(C)(C)O3)[CH:26]=2)[CH2:21]C1.[C:41](=O)([O-])[O-].[Na+].[Na+].